From a dataset of Peptide-MHC class I binding affinity with 185,985 pairs from IEDB/IMGT. Regression. Given a peptide amino acid sequence and an MHC pseudo amino acid sequence, predict their binding affinity value. This is MHC class I binding data. (1) The peptide sequence is KIAARILSEK. The MHC is HLA-A68:01 with pseudo-sequence HLA-A68:01. The binding affinity (normalized) is 0.755. (2) The peptide sequence is FLFMDRDAL. The MHC is HLA-A02:16 with pseudo-sequence HLA-A02:16. The binding affinity (normalized) is 1.00. (3) The peptide sequence is AINVLRGFR. The binding affinity (normalized) is 0.878. The MHC is HLA-A31:01 with pseudo-sequence HLA-A31:01. (4) The peptide sequence is DRYRRIHSL. The MHC is HLA-B14:01 with pseudo-sequence HLA-B14:02. The binding affinity (normalized) is 0.939. (5) The MHC is HLA-B15:03 with pseudo-sequence HLA-B15:03. The peptide sequence is YQHFVARVF. The binding affinity (normalized) is 1.00.